Dataset: NCI-60 drug combinations with 297,098 pairs across 59 cell lines. Task: Regression. Given two drug SMILES strings and cell line genomic features, predict the synergy score measuring deviation from expected non-interaction effect. Drug 1: C1=CC(=CC=C1C#N)C(C2=CC=C(C=C2)C#N)N3C=NC=N3. Drug 2: CCC1(C2=C(COC1=O)C(=O)N3CC4=CC5=C(C=CC(=C5CN(C)C)O)N=C4C3=C2)O.Cl. Cell line: OVCAR-4. Synergy scores: CSS=5.12, Synergy_ZIP=-1.45, Synergy_Bliss=2.17, Synergy_Loewe=-5.79, Synergy_HSA=0.176.